Dataset: Reaction yield outcomes from USPTO patents with 853,638 reactions. Task: Predict the reaction yield, written as a fraction of the theoretical maximum amount of product (1.0 means a 100% yield; for example, 0.34 means a 34% yield). (1) The product is [Cl:12][C:9]1[CH:10]=[CH:11][C:2]([C:49](=[CH2:50])[C:48]([OH:52])=[O:51])=[C:3]([C:4]([O:6][CH3:7])=[O:5])[CH:8]=1. The reactants are Br[C:2]1[CH:11]=[CH:10][C:9]([Cl:12])=[CH:8][C:3]=1[C:4]([O:6][CH3:7])=[O:5].C1(C)C=CC=CC=1P(C1C=CC=CC=1C)C1C=CC=CC=1C.C(N(CCCC)CCCC)CCC.[C:48]([OH:52])(=[O:51])[CH:49]=[CH2:50]. The catalyst is C1(C)C=CC=CC=1.C([O-])(=O)C.[Pd+2].C([O-])(=O)C. The yield is 0.660. (2) The reactants are [C-:1]#[N:2].[Na+].Cl[CH2:5][C:6]1[CH:7]=[CH:8][C:9]([O:12][CH3:13])=[N:10][CH:11]=1. The catalyst is CS(C)=O.[Cl-].[Na+].O. The product is [CH3:13][O:12][C:9]1[N:10]=[CH:11][C:6]([CH2:5][C:1]#[N:2])=[CH:7][CH:8]=1. The yield is 0.638. (3) The reactants are Cl[C:2]([O:4][CH2:5][C:6]1[CH:11]=[CH:10][CH:9]=[CH:8][CH:7]=1)=[O:3].CC[N:14]([CH:18]([CH3:20])[CH3:19])C(C)C.[OH-:21].[Na+]. The catalyst is C(Cl)Cl. The product is [OH:21][CH:10]1[CH2:11][C:19]2[C:18]([NH:14][C:2](=[O:3])[O:4][CH2:5][C:6]3[CH:11]=[CH:10][CH:9]=[CH:8][CH:7]=3)=[CH:20][CH:5]=[CH:6][C:7]=2[CH2:8][CH2:9]1. The yield is 0.610. (4) The reactants are [Cl:1][C:2]1[C:7]2[C:8]([I:11])=[N:9][NH:10][C:6]=2[CH:5]=[C:4]([CH3:12])[N:3]=1.[OH-].[K+].Cl[CH2:16][C:17]1[CH:22]=[CH:21][C:20]([O:23][CH3:24])=[CH:19][CH:18]=1. The catalyst is CN(C=O)C. The product is [Cl:1][C:2]1[C:7]2[C:8]([I:11])=[N:9][N:10]([CH2:16][C:17]3[CH:22]=[CH:21][C:20]([O:23][CH3:24])=[CH:19][CH:18]=3)[C:6]=2[CH:5]=[C:4]([CH3:12])[N:3]=1. The yield is 0.620.